Task: Predict the reactants needed to synthesize the given product.. Dataset: Full USPTO retrosynthesis dataset with 1.9M reactions from patents (1976-2016) (1) Given the product [C:25]1([CH2:6][CH2:7][CH2:8][CH2:9][CH2:10][CH2:11][CH2:12][CH2:13][CH2:14][CH2:15][N:16]([C:21]([F:24])([F:23])[F:22])[C:17]([F:20])([F:19])[F:18])[CH:30]=[CH:29][CH:28]=[CH:27][CH:26]=1, predict the reactants needed to synthesize it. The reactants are: [Al+3].[Cl-].[Cl-].[Cl-].Br[CH2:6][CH2:7][CH2:8][CH2:9][CH2:10][CH2:11][CH2:12][CH2:13][CH2:14][CH2:15][N:16]([C:21]([F:24])([F:23])[F:22])[C:17]([F:20])([F:19])[F:18].[CH:25]1[CH:30]=[CH:29][CH:28]=[CH:27][CH:26]=1. (2) The reactants are: C([O:3][C:4](=[O:51])[CH2:5][C@H:6]1[CH2:11][CH2:10][C@H:9]([CH2:12][N:13]2[C:22]3[C:17](=[CH:18][C:19]([C:23]([F:26])([F:25])[F:24])=[CH:20][CH:21]=3)[C@@H:16]([N:27]([CH2:34][C:35]3[CH:40]=[C:39]([C:41]([F:44])([F:43])[F:42])[CH:38]=[C:37]([C:45]([F:48])([F:47])[F:46])[CH:36]=3)[C:28]3[N:29]=[N:30][N:31]([CH3:33])[N:32]=3)[CH2:15][C@H:14]2[CH2:49][CH3:50])[CH2:8][CH2:7]1)C.[OH-].[Na+]. Given the product [F:43][C:41]([F:42])([F:44])[C:39]1[CH:40]=[C:35]([CH:36]=[C:37]([C:45]([F:48])([F:47])[F:46])[CH:38]=1)[CH2:34][N:27]([C:28]1[N:29]=[N:30][N:31]([CH3:33])[N:32]=1)[C@@H:16]1[C:17]2[C:22](=[CH:21][CH:20]=[C:19]([C:23]([F:24])([F:25])[F:26])[CH:18]=2)[N:13]([CH2:12][C@H:9]2[CH2:8][CH2:7][C@H:6]([CH2:5][C:4]([OH:51])=[O:3])[CH2:11][CH2:10]2)[C@H:14]([CH2:49][CH3:50])[CH2:15]1, predict the reactants needed to synthesize it. (3) The reactants are: [Cl:1][C:2]1[C:3](=[O:15])[N:4]([CH:9]2[CH2:14][CH2:13][CH2:12][CH2:11][O:10]2)[N:5]=[CH:6][C:7]=1Cl.C(=O)([O-])[O-].[K+].[K+].[C:22]1([OH:28])[CH:27]=[CH:26][CH:25]=[CH:24][CH:23]=1. Given the product [Cl:1][C:2]1[C:3](=[O:15])[N:4]([CH:9]2[CH2:14][CH2:13][CH2:12][CH2:11][O:10]2)[N:5]=[CH:6][C:7]=1[O:28][C:22]1[CH:27]=[CH:26][CH:25]=[CH:24][CH:23]=1, predict the reactants needed to synthesize it. (4) Given the product [C:35]([O:34][C:32]([NH:31][C@@H:10]([CH2:11][CH2:12][C:13]1[N:17]([CH2:18][C:19]2[CH:20]=[CH:21][CH:22]=[CH:23][CH:24]=2)[C:16]2[CH:25]=[C:26]([Cl:30])[C:27]([Cl:29])=[CH:28][C:15]=2[N:14]=1)[C:9]([NH:78][O:77][C:58]([C:59]1[CH:64]=[CH:63][CH:62]=[CH:61][CH:60]=1)([C:71]1[CH:72]=[CH:73][CH:74]=[CH:75][CH:76]=1)[C:65]1[CH:66]=[CH:67][CH:68]=[CH:69][CH:70]=1)=[O:39])=[O:33])([CH3:36])([CH3:38])[CH3:37], predict the reactants needed to synthesize it. The reactants are: C(O[C:9](=[O:39])[C@@H:10]([NH:31][C:32]([O:34][C:35]([CH3:38])([CH3:37])[CH3:36])=[O:33])[CH2:11][CH2:12][C:13]1[N:17]([CH2:18][C:19]2[CH:24]=[CH:23][CH:22]=[CH:21][CH:20]=2)[C:16]2[CH:25]=[C:26]([Cl:30])[C:27]([Cl:29])=[CH:28][C:15]=2[N:14]=1)C1C=CC=CC=1.C(=O)([O-])[O-].[K+].[K+].CCN=C=NCCCN(C)C.Cl.[C:58]([O:77][NH2:78])([C:71]1[CH:76]=[CH:75][CH:74]=[CH:73][CH:72]=1)([C:65]1[CH:70]=[CH:69][CH:68]=[CH:67][CH:66]=1)[C:59]1[CH:64]=[CH:63][CH:62]=[CH:61][CH:60]=1. (5) The reactants are: [C:1](Cl)(=[O:5])[O:2][CH2:3][CH3:4].[C:7]([O:11][C:12]([N:14]1[CH2:21][C:20]2[C:19]([NH2:22])=[N:18][NH:17][C:16]=2[CH2:15]1)=[O:13])([CH3:10])([CH3:9])[CH3:8].CCN(C(C)C)C(C)C. Given the product [CH2:3]([O:2][C:1]([N:17]1[C:16]2[CH2:15][N:14]([C:12]([O:11][C:7]([CH3:9])([CH3:8])[CH3:10])=[O:13])[CH2:21][C:20]=2[C:19]([NH2:22])=[N:18]1)=[O:5])[CH3:4], predict the reactants needed to synthesize it. (6) Given the product [CH3:21][C:3]1([C:15]([O:17][CH3:18])=[O:16])[C:2](=[O:1])[CH2:7][CH2:6][N:5]([C:8]([O:10][C:11]([CH3:12])([CH3:13])[CH3:14])=[O:9])[CH2:4]1, predict the reactants needed to synthesize it. The reactants are: [O:1]=[C:2]1[CH2:7][CH2:6][N:5]([C:8]([O:10][C:11]([CH3:14])([CH3:13])[CH3:12])=[O:9])[CH2:4][CH:3]1[C:15]([O:17][CH3:18])=[O:16].[H-].[Na+].[CH3:21]I.O. (7) Given the product [F:12][C:13]([F:23])([F:22])[C:14]1[CH:15]=[C:16]([OH:17])[C:6]2[C:4](=[C:3]([O:2][CH3:1])[CH:9]=[C:8]([O:10][CH3:11])[CH:7]=2)[N:5]=1, predict the reactants needed to synthesize it. The reactants are: [CH3:1][O:2][C:3]1[CH:9]=[C:8]([O:10][CH3:11])[CH:7]=[CH:6][C:4]=1[NH2:5].[F:12][C:13]([F:23])([F:22])[C:14](=O)[CH2:15][C:16](OCC)=[O:17].O.C1(C)C=CC(S(O)(=O)=O)=CC=1. (8) Given the product [OH:1][C:2]1[C:3]2[N:4]([CH:27]=[CH:28][CH:29]=2)[N:5]([CH2:22][CH2:23][CH:24]([CH3:26])[CH3:25])[C:6](=[O:21])[C:7]=1[C:8]1[NH:13][C:12]2[CH:14]=[CH:15][C:16]([NH:60][S:57]([CH:54]3[CH2:56][CH2:55]3)(=[O:59])=[O:58])=[CH:17][C:11]=2[S:10](=[O:20])(=[O:19])[N:9]=1, predict the reactants needed to synthesize it. The reactants are: [OH:1][C:2]1[C:3]2[N:4]([CH:27]=[CH:28][CH:29]=2)[N:5]([CH2:22][CH2:23][CH:24]([CH3:26])[CH3:25])[C:6](=[O:21])[C:7]=1[C:8]1[NH:13][C:12]2[CH:14]=[CH:15][C:16](I)=[CH:17][C:11]=2[S:10](=[O:20])(=[O:19])[N:9]=1.[O-]P(OP(OP([O-])([O-])=O)([O-])=O)(=O)[O-].[K+].[K+].[K+].[K+].[K+].N(CC(O)=O)C.[CH:54]1([S:57]([NH2:60])(=[O:59])=[O:58])[CH2:56][CH2:55]1. (9) Given the product [CH3:1][O:2][C:3]1[CH:4]=[C:5]2[C:6](=[C:7]3[CH2:8][C:9]([CH3:13])([CH3:12])[O:10][C:11]=13)[C:19]([NH:21][C:22]1[CH:27]=[CH:26][C:25]([O:28][CH3:29])=[CH:24][CH:23]=1)=[N:18][C:15]([CH3:17])([CH3:16])[CH2:14]2, predict the reactants needed to synthesize it. The reactants are: [CH3:1][O:2][C:3]1[C:11]2[O:10][C:9]([CH3:13])([CH3:12])[CH2:8][C:7]=2[CH:6]=[C:5]([CH2:14][C:15]([NH:18][C:19]([NH:21][C:22]2[CH:27]=[CH:26][C:25]([O:28][CH3:29])=[CH:24][CH:23]=2)=O)([CH3:17])[CH3:16])[CH:4]=1.P(Cl)(Cl)(Cl)=O.[OH-].[Na+].